From a dataset of Reaction yield outcomes from USPTO patents with 853,638 reactions. Predict the reaction yield, written as a fraction of the theoretical maximum amount of product (1.0 means a 100% yield; for example, 0.34 means a 34% yield). (1) The reactants are [CH2:1]([N:8]1[CH2:13][C@@H:12]([CH3:14])[CH2:11][C:10](=[O:15])[CH2:9]1)[C:2]1[CH:7]=[CH:6][CH:5]=[CH:4][CH:3]=1.CCC(C)[BH-](C(C)CC)C(C)CC.[K+]. The catalyst is O1CCCC1.O. The product is [CH2:1]([N:8]1[CH2:13][C@@H:12]([CH3:14])[CH2:11][C@H:10]([OH:15])[CH2:9]1)[C:2]1[CH:3]=[CH:4][CH:5]=[CH:6][CH:7]=1. The yield is 0.430. (2) The reactants are [CH:1]([CH:4]([C:8]([OH:10])=[O:9])[C:5](O)=[O:6])([CH3:3])[CH3:2].CC(C)N=C=NC(C)C.[I:20][C:21]1[CH:27]=[CH:26][C:24]([NH2:25])=[CH:23][CH:22]=1. The catalyst is C(Cl)(Cl)Cl.CCOC(C)=O. The product is [I:20][C:21]1[CH:27]=[CH:26][C:24]([NH:25][C:5]([CH:4]([CH:1]([CH3:3])[CH3:2])[C:8]([OH:10])=[O:9])=[O:6])=[CH:23][CH:22]=1. The yield is 0.130. (3) The reactants are C([O-])([O-])=O.[Cs+].[Cs+].[Cl:7][C:8]1[CH:13]=[CH:12][C:11]([C:14]2[C:18]3[CH2:19][N:20]([C:23](=[O:25])[CH3:24])[CH2:21][CH2:22][C:17]=3[NH:16][N:15]=2)=[CH:10][CH:9]=1.Br[CH2:27][CH2:28][CH2:29][Cl:30].O. The catalyst is CN(C=O)C. The product is [Cl:7][C:8]1[CH:9]=[CH:10][C:11]([C:14]2[C:18]3[CH2:19][N:20]([C:23](=[O:25])[CH3:24])[CH2:21][CH2:22][C:17]=3[N:16]([CH2:27][CH2:28][CH2:29][Cl:30])[N:15]=2)=[CH:12][CH:13]=1. The yield is 0.830. (4) The reactants are [CH3:1][C:2]1[CH:11]=[C:10]([C:12]2[N:16]=[CH:15][N:14]([C:17]3[CH:22]=[CH:21][C:20]([O:23][C:24]([F:27])([F:26])[F:25])=[CH:19][CH:18]=3)[N:13]=2)[CH:9]=[CH:8][C:3]=1[C:4]([O:6]C)=[O:5].CO.[OH-].[Na+].Cl. The catalyst is O.C1COCC1. The product is [CH3:1][C:2]1[CH:11]=[C:10]([C:12]2[N:16]=[CH:15][N:14]([C:17]3[CH:22]=[CH:21][C:20]([O:23][C:24]([F:27])([F:25])[F:26])=[CH:19][CH:18]=3)[N:13]=2)[CH:9]=[CH:8][C:3]=1[C:4]([OH:6])=[O:5]. The yield is 0.950. (5) The reactants are COC1C=CC(C(C2C=CC(OC)=C(OC)C=2)=O)=CC=1[N+]([O-])=O.[CH3:24][O:25][C:26]1[CH:27]=[CH:28][C:29]([N+:46]([O-:48])=[O:47])=[C:30]([CH:32]([C:34]2[CH:39]=[C:38]([O:40][CH3:41])[C:37]([O:42][CH3:43])=[C:36]([O:44][CH3:45])[CH:35]=2)[OH:33])[CH:31]=1.[Cr](Cl)([O-])(=O)=O.[NH+]1C=CC=CC=1. No catalyst specified. The product is [CH3:24][O:25][C:26]1[CH:27]=[CH:28][C:29]([N+:46]([O-:48])=[O:47])=[C:30]([C:32]([C:34]2[CH:35]=[C:36]([O:44][CH3:45])[C:37]([O:42][CH3:43])=[C:38]([O:40][CH3:41])[CH:39]=2)=[O:33])[CH:31]=1. The yield is 0.760. (6) The reactants are [Cl-].[Al+3].[Cl-].[Cl-].Br[C:6]12[CH2:13][CH2:12][C:9]([C:14]([O:16][CH3:17])=[O:15])([CH2:10][CH2:11]1)[CH2:8][CH2:7]2. The catalyst is C1C=CC=CC=1. The product is [C:6]1([C:6]23[CH2:13][CH2:12][C:9]([C:14]([O:16][CH3:17])=[O:15])([CH2:10][CH2:11]2)[CH2:8][CH2:7]3)[CH:11]=[CH:10][CH:9]=[CH:8][CH:7]=1. The yield is 0.488. (7) The reactants are [F:1][C:2]([F:25])([F:24])[C:3]1[CH:4]=[C:5]([NH:13][C:14](=[O:23])[C:15]2[CH:20]=[C:19](I)[CH:18]=[CH:17][C:16]=2[OH:22])[CH:6]=[C:7]([C:9]([F:12])([F:11])[F:10])[CH:8]=1.[CH2:26]=[CH:27][C:28]1[CH:33]=[CH:32][CH:31]=[CH:30][CH:29]=1.C1(C)C=CC=CC=1P(C1C=CC=CC=1C)C1C=CC=CC=1C.C(NC(C)C)(C)C. The catalyst is C([O-])(=O)C.[Pd+2].C([O-])(=O)C.O.CN(C)C=O. The product is [F:1][C:2]([F:25])([F:24])[C:3]1[CH:4]=[C:5]([NH:13][C:14](=[O:23])[C:15]2[CH:20]=[C:19]([CH:26]=[CH:27][C:28]3[CH:33]=[CH:32][CH:31]=[CH:30][CH:29]=3)[CH:18]=[CH:17][C:16]=2[OH:22])[CH:6]=[C:7]([C:9]([F:12])([F:11])[F:10])[CH:8]=1. The yield is 0.383.